From a dataset of Full USPTO retrosynthesis dataset with 1.9M reactions from patents (1976-2016). Predict the reactants needed to synthesize the given product. (1) Given the product [C:33]([O:1][CH2:2][CH2:3][CH2:4][O:5][C:6]1[CH:11]=[CH:10][C:9]([CH:12]2[CH2:17][CH2:16][N:15]([C:18]([O:20][C:9]([CH3:12])([CH3:10])[CH3:8])=[O:19])[CH2:14][CH:13]2[O:21][CH2:22][C:23]2[CH:32]=[CH:31][C:30]3[C:25](=[CH:26][CH:27]=[CH:28][CH:29]=3)[CH:24]=2)=[CH:8][CH:7]=1)(=[O:40])[C:34]1[CH:39]=[CH:38][CH:37]=[CH:36][CH:35]=1, predict the reactants needed to synthesize it. The reactants are: [OH:1][CH2:2][CH2:3][CH2:4][O:5][C:6]1[CH:11]=[CH:10][C:9]([CH:12]2[CH2:17][CH2:16][N:15]([C:18]([O-:20])=[O:19])[CH2:14][CH:13]2[O:21][CH2:22][C:23]2[CH:32]=[CH:31][C:30]3[C:25](=[CH:26][CH:27]=[CH:28][CH:29]=3)[CH:24]=2)=[CH:8][CH:7]=1.[C:33](Cl)(=[O:40])[C:34]1[CH:39]=[CH:38][CH:37]=[CH:36][CH:35]=1. (2) Given the product [Cl:31][C:10]1[CH:9]=[C:8]([NH:7][C:1](=[O:5])[CH:2]([CH3:4])[CH3:3])[CH:13]=[CH:12][C:11]=1[N:14]1[CH2:15][CH2:16][CH:17]([N:20]2[C:25]3[CH:26]=[CH:27][CH:28]=[CH:29][C:24]=3[CH2:23][O:22][C:21]2=[O:30])[CH2:18][CH2:19]1, predict the reactants needed to synthesize it. The reactants are: [C:1](Cl)(=[O:5])[CH:2]([CH3:4])[CH3:3].[NH2:7][C:8]1[CH:13]=[CH:12][C:11]([N:14]2[CH2:19][CH2:18][CH:17]([N:20]3[C:25]4[CH:26]=[CH:27][CH:28]=[CH:29][C:24]=4[CH2:23][O:22][C:21]3=[O:30])[CH2:16][CH2:15]2)=[C:10]([Cl:31])[CH:9]=1.C(N(CC)CC)C. (3) Given the product [OH:33][C:26]1([C:6]2[N:5]=[C:4]3[O:3][CH2:2][O:1][C:9]3=[CH:8][C:7]=2[OH:10])[C:27]2[C:32](=[CH:31][CH:30]=[CH:29][CH:28]=2)[N:24]([CH2:23][C:21]2[O:22][C:18]([C:17]([F:35])([F:16])[F:36])=[CH:19][CH:20]=2)[C:25]1=[O:34], predict the reactants needed to synthesize it. The reactants are: [O:1]1[C:9]2[C:4](=[N:5][CH:6]=[C:7]([OH:10])[CH:8]=2)[O:3][CH2:2]1.C([Mg]Cl)(C)C.[F:16][C:17]([F:36])([F:35])[C:18]1[O:22][C:21]([CH2:23][N:24]2[C:32]3[C:27](=[CH:28][CH:29]=[CH:30][CH:31]=3)[C:26](=[O:33])[C:25]2=[O:34])=[CH:20][CH:19]=1. (4) Given the product [C:16]1([CH2:15][CH2:14][C@H:9]2[CH2:10][NH:11][CH2:12][CH2:13][NH:8]2)[C:25]2[C:20](=[CH:21][CH:22]=[CH:23][CH:24]=2)[CH:19]=[CH:18][CH:17]=1, predict the reactants needed to synthesize it. The reactants are: C([N:8]1[CH2:13][CH2:12][NH:11][CH2:10][C@@H:9]1[CH2:14][CH2:15][C:16]1[C:25]2[C:20](=[CH:21][CH:22]=[CH:23][CH:24]=2)[CH:19]=[CH:18][CH:17]=1)C1C=CC=CC=1.C([O-])=O.[NH4+]. (5) The reactants are: [Cl:1][C:2]1[CH:7]=[CH:6][C:5]([C:8]2[N:12]([CH:13]3[CH2:15][CH2:14]3)[C:11](=[O:16])[N:10]([CH:17]([CH3:23])[C:18]([O:20]CC)=[O:19])[N:9]=2)=[CH:4][CH:3]=1.[OH-].[K+]. Given the product [Cl:1][C:2]1[CH:7]=[CH:6][C:5]([C:8]2[N:12]([CH:13]3[CH2:15][CH2:14]3)[C:11](=[O:16])[N:10]([CH:17]([CH3:23])[C:18]([OH:20])=[O:19])[N:9]=2)=[CH:4][CH:3]=1, predict the reactants needed to synthesize it. (6) Given the product [C:12]12([CH:22]=[O:23])[CH2:19][CH:18]3[CH2:17][CH:16]([CH2:15][CH:14]([CH2:20]3)[CH2:13]1)[CH2:21]2, predict the reactants needed to synthesize it. The reactants are: [Cr](Cl)([O-])(=O)=O.[NH+]1C=CC=CC=1.[C:12]12([CH2:22][OH:23])[CH2:21][CH:16]3[CH2:17][CH:18]([CH2:20][CH:14]([CH2:15]3)[CH2:13]1)[CH2:19]2. (7) Given the product [CH3:1][S:2]([C:3]1[N:8]=[C:7]([NH:9][CH3:10])[C:6]([N+:11]([O-:13])=[O:12])=[C:5]([NH2:14])[N:4]=1)=[O:23], predict the reactants needed to synthesize it. The reactants are: [CH3:1][S:2][C:3]1[N:8]=[C:7]([NH:9][CH3:10])[C:6]([N+:11]([O-:13])=[O:12])=[C:5]([NH2:14])[N:4]=1.ClC1C=CC=C(C(OO)=[O:23])C=1.